This data is from Reaction yield outcomes from USPTO patents with 853,638 reactions. The task is: Predict the reaction yield, written as a fraction of the theoretical maximum amount of product (1.0 means a 100% yield; for example, 0.34 means a 34% yield). (1) The reactants are [H-].[Na+].[CH2:3]([NH:5][C:6]1[N:10]([CH2:11][C:12]2[CH:17]=[CH:16][C:15]([C:18]3[CH:23]=[CH:22][CH:21]=[CH:20][C:19]=3[C:24]#[N:25])=[CH:14][CH:13]=2)[C:9]2[C:26]([C:30]([O:32][CH3:33])=[O:31])=[CH:27][CH:28]=[CH:29][C:8]=2[N:7]=1)[CH3:4].[CH3:34]I.O. The catalyst is CN(C=O)C. The product is [CH2:3]([N:5]([CH3:34])[C:6]1[N:10]([CH2:11][C:12]2[CH:13]=[CH:14][C:15]([C:18]3[CH:23]=[CH:22][CH:21]=[CH:20][C:19]=3[C:24]#[N:25])=[CH:16][CH:17]=2)[C:9]2[C:26]([C:30]([O:32][CH3:33])=[O:31])=[CH:27][CH:28]=[CH:29][C:8]=2[N:7]=1)[CH3:4]. The yield is 0.820. (2) The reactants are [OH:1][C:2]1[CH:9]=[CH:8][C:5]([CH:6]=[O:7])=[CH:4][CH:3]=1.F[C:11]1[C:20]2[C:15](=[CH:16][CH:17]=[CH:18][CH:19]=2)[C:14]([C:21]#[N:22])=[CH:13][CH:12]=1.C(=O)([O-])[O-].[Cs+].[Cs+].O. The catalyst is CC(C)C(N)=O. The product is [CH:6]([C:5]1[CH:8]=[CH:9][C:2]([O:1][C:11]2[C:20]3[C:15](=[CH:16][CH:17]=[CH:18][CH:19]=3)[C:14]([C:21]#[N:22])=[CH:13][CH:12]=2)=[CH:3][CH:4]=1)=[O:7]. The yield is 0.770. (3) The reactants are [F:1][C:2]1[CH:7]=[CH:6][CH:5]=[C:4]([F:8])[C:3]=1[N:9]1[C:14]2[N:15]=[C:16](S(C)=O)[N:17]=[C:18]([C:19]3[CH:20]=[C:21]([CH:28]=[CH:29][C:30]=3[CH3:31])[C:22]([NH:24][CH2:25][CH2:26][CH3:27])=[O:23])[C:13]=2[CH2:12][NH:11][C:10]1=[O:35].[N:36]1([CH:42]2[CH2:47][CH2:46][NH:45][CH2:44][CH2:43]2)[CH2:41][CH2:40][CH2:39][CH2:38][CH2:37]1. The catalyst is C(Cl)Cl. The product is [N:36]1([CH:42]2[CH2:47][CH2:46][N:45]([C:16]3[N:17]=[C:18]([C:19]4[CH:20]=[C:21]([CH:28]=[CH:29][C:30]=4[CH3:31])[C:22]([NH:24][CH2:25][CH2:26][CH3:27])=[O:23])[C:13]4[CH2:12][NH:11][C:10](=[O:35])[N:9]([C:3]5[C:2]([F:1])=[CH:7][CH:6]=[CH:5][C:4]=5[F:8])[C:14]=4[N:15]=3)[CH2:44][CH2:43]2)[CH2:41][CH2:40][CH2:39][CH2:38][CH2:37]1. The yield is 0.630.